From a dataset of NCI-60 drug combinations with 297,098 pairs across 59 cell lines. Regression. Given two drug SMILES strings and cell line genomic features, predict the synergy score measuring deviation from expected non-interaction effect. Drug 1: C1=CC(=CC=C1CCC2=CNC3=C2C(=O)NC(=N3)N)C(=O)NC(CCC(=O)O)C(=O)O. Drug 2: CC1=C(C=C(C=C1)C(=O)NC2=CC(=CC(=C2)C(F)(F)F)N3C=C(N=C3)C)NC4=NC=CC(=N4)C5=CN=CC=C5. Cell line: HS 578T. Synergy scores: CSS=3.08, Synergy_ZIP=-3.41, Synergy_Bliss=-1.20, Synergy_Loewe=-11.0, Synergy_HSA=-5.43.